Predict the reaction yield, written as a fraction of the theoretical maximum amount of product (1.0 means a 100% yield; for example, 0.34 means a 34% yield). From a dataset of Reaction yield outcomes from USPTO patents with 853,638 reactions. (1) The reactants are [CH2:1]1[CH:6]2[O:7][CH:3]([CH:4]([C:11]([OH:13])=[O:12])[CH:5]2[C:8]([OH:10])=[O:9])[CH2:2]1.[CH3:14]O. No catalyst specified. The product is [CH3:14][O:12][C:11]([CH:4]1[CH:5]([C:8]([OH:10])=[O:9])[CH:6]2[O:7][CH:3]1[CH2:2][CH2:1]2)=[O:13]. The yield is 0.950. (2) The reactants are [NH:1]1[C:5]2=[CH:6][N:7]=[CH:8][CH:9]=[C:4]2[CH:3]=[CH:2]1.[Cl-].[Al+3].[Cl-].[Cl-].[Cl:14][C:15]([Cl:20])([Cl:19])[C:16](Cl)=[O:17]. The catalyst is C(Cl)Cl. The product is [Cl:14][C:15]([Cl:20])([Cl:19])[C:16]([C:3]1[C:4]2[C:5](=[CH:6][N:7]=[CH:8][CH:9]=2)[NH:1][CH:2]=1)=[O:17]. The yield is 0.890. (3) The reactants are C(=O)([O:7][C:8]1[N:12]([C:13]2[CH:18]=[CH:17][CH:16]=[CH:15][N:14]=2)[N:11]=[C:10]([C:19]2[CH:24]=[CH:23][C:22]([C:25]3[CH:30]=[CH:29][CH:28]=[CH:27][C:26]=3[O:31][C:32]3[CH:37]=[CH:36][CH:35]=[CH:34][CH:33]=3)=[CH:21][CH:20]=2)[CH:9]=1)OC(C)(C)C.C(=O)(OC(C)(C)C)OC1N(C2C=CC=CN=2)N=C(C2C=CC(C3C=CC=CC=3)=CC=2)C=1. No catalyst specified. The product is [O:31]([C:26]1[CH:27]=[CH:28][CH:29]=[CH:30][C:25]=1[C:22]1[CH:23]=[CH:24][C:19]([C:10]2[CH:9]=[C:8]([OH:7])[N:12]([C:13]3[CH:18]=[CH:17][CH:16]=[CH:15][N:14]=3)[N:11]=2)=[CH:20][CH:21]=1)[C:32]1[CH:37]=[CH:36][CH:35]=[CH:34][CH:33]=1. The yield is 0.860. (4) The reactants are [Cl:1][C:2]1[CH:7]=[C:6]([Cl:8])[CH:5]=[CH:4][C:3]=1[C:9]1[N:10]=[C:11](/[CH:16]=[CH:17]/[C:18]2[CH:23]=[CH:22][C:21]([C:24]3[CH:29]=[CH:28][C:27]([O:30][C:31]4[CH:36]=[CH:35][C:34]([NH2:37])=[CH:33][CH:32]=4)=[CH:26][CH:25]=3)=[CH:20][CH:19]=2)[N:12]([CH2:14][CH3:15])[CH:13]=1.[F:38][C:39]([F:52])([F:51])[S:40](O[S:40]([C:39]([F:52])([F:51])[F:38])(=[O:42])=[O:41])(=[O:42])=[O:41]. No catalyst specified. The product is [Cl:1][C:2]1[CH:7]=[C:6]([Cl:8])[CH:5]=[CH:4][C:3]=1[C:9]1[N:10]=[C:11](/[CH:16]=[CH:17]/[C:18]2[CH:23]=[CH:22][C:21]([C:24]3[CH:29]=[CH:28][C:27]([O:30][C:31]4[CH:32]=[CH:33][C:34]([NH:37][S:40]([C:39]([F:52])([F:51])[F:38])(=[O:42])=[O:41])=[CH:35][CH:36]=4)=[CH:26][CH:25]=3)=[CH:20][CH:19]=2)[N:12]([CH2:14][CH3:15])[CH:13]=1. The yield is 0.390. (5) The reactants are [NH2:1][C:2]1[N:7]=[C:6](Cl)[C:5]([C:9]#[N:10])=[C:4]([O:11][CH2:12][C:13]2[CH:18]=[CH:17][CH:16]=[CH:15][N:14]=2)[N:3]=1.[OH:19][CH2:20][C:21]1[CH:26]=[CH:25][CH:24]=[CH:23][N:22]=1.C1CCN2C(=NCCC2)CC1.O. The catalyst is COCCOC. The product is [NH2:1][C:2]1[N:7]=[C:6]([O:19][CH2:20][C:21]2[CH:26]=[CH:25][CH:24]=[CH:23][N:22]=2)[C:5]([C:9]#[N:10])=[C:4]([O:11][CH2:12][C:13]2[CH:18]=[CH:17][CH:16]=[CH:15][N:14]=2)[N:3]=1. The yield is 0.480.